This data is from Retrosynthesis with 50K atom-mapped reactions and 10 reaction types from USPTO. The task is: Predict the reactants needed to synthesize the given product. (1) Given the product Cc1ccc(C(=O)CCN(C)Cc2cccc3ccccc23)cc1, predict the reactants needed to synthesize it. The reactants are: C=O.CC(=O)c1ccc(C)cc1.CNCc1cccc2ccccc12. (2) Given the product C[C@H](O)C[C@@H](C)Oc1ccc(-c2ccc(C#N)cc2)cc1, predict the reactants needed to synthesize it. The reactants are: C[C@@H](O)C[C@@H](C)O.N#Cc1ccc(-c2ccc(O)cc2)cc1. (3) Given the product CC(C(=O)c1ccccc1)N1CCN(c2nc3nccc(-c4ccncc4)n3n2)CC1, predict the reactants needed to synthesize it. The reactants are: CC(Br)C(=O)c1ccccc1.c1cc(-c2ccnc3nc(N4CCNCC4)nn23)ccn1. (4) Given the product Fc1ccc2[nH]cc(CCCCl)c2c1, predict the reactants needed to synthesize it. The reactants are: NNc1ccc(F)cc1.O=CCCCCCl.